Predict the product of the given reaction. From a dataset of Forward reaction prediction with 1.9M reactions from USPTO patents (1976-2016). (1) Given the reactants [Cl:1][C:2]1[C:3](=[O:29])[N:4]([CH2:19][C:20]2[CH:21]=[C:22]3[C:26](=[CH:27][CH:28]=2)[NH:25][CH2:24][CH2:23]3)[C:5]([CH3:18])=[CH:6][C:7]=1[O:8][CH2:9][C:10]1[CH:15]=[CH:14][C:13]([F:16])=[CH:12][C:11]=1[F:17].C([O:33][C:34]([C:37](Cl)=[O:38])([CH3:36])[CH3:35])(=O)C.C(N(CC)CC)C.[OH-].[Na+], predict the reaction product. The product is: [Cl:1][C:2]1[C:3](=[O:29])[N:4]([CH2:19][C:20]2[CH:21]=[C:22]3[C:26](=[CH:27][CH:28]=2)[N:25]([C:37](=[O:38])[C:34]([OH:33])([CH3:36])[CH3:35])[CH2:24][CH2:23]3)[C:5]([CH3:18])=[CH:6][C:7]=1[O:8][CH2:9][C:10]1[CH:15]=[CH:14][C:13]([F:16])=[CH:12][C:11]=1[F:17]. (2) Given the reactants [CH2:1]([O:8][C:9]([NH:11][CH2:12][CH2:13][C:14]([OH:16])=O)=[O:10])[C:2]1[CH:7]=[CH:6][CH:5]=[CH:4][CH:3]=1.[C:17]([O:21][C:22](=[O:27])[NH:23][CH2:24][CH2:25][NH2:26])([CH3:20])([CH3:19])[CH3:18].C(Cl)CCl.C1C=CC2N(O)N=NC=2C=1, predict the reaction product. The product is: [CH2:1]([O:8][C:9](=[O:10])[NH:11][CH2:12][CH2:13][C:14]([NH:26][CH2:25][CH2:24][NH:23][C:22]([O:21][C:17]([CH3:20])([CH3:19])[CH3:18])=[O:27])=[O:16])[C:2]1[CH:3]=[CH:4][CH:5]=[CH:6][CH:7]=1. (3) Given the reactants [OH:1][CH2:2][CH:3]([CH2:6][OH:7])[CH2:4][OH:5].[CH3:8][C:9]([CH3:11])=O.Cl(O)(=O)(=O)=O.N, predict the reaction product. The product is: [CH3:8][C:9]1([CH3:11])[O:5][CH2:4][CH:3]([CH2:6][OH:7])[CH2:2][O:1]1. (4) Given the reactants [CH2:1]([O:3][C:4]([C:6]1[O:7][C:8]2[CH:15]=[CH:14][CH:13]=[C:12]([C:16]#[CH:17])[C:9]=2[C:10]=1[CH3:11])=[O:5])[CH3:2].C(OC(OC(C)(C)C)=O)(OC(C)(C)C)=O.[N+:33]([CH2:36][CH3:37])([O-])=[O:34], predict the reaction product. The product is: [CH2:1]([O:3][C:4]([C:6]1[O:7][C:8]2[CH:15]=[CH:14][CH:13]=[C:12]([C:16]3[O:34][N:33]=[C:36]([CH3:37])[CH:17]=3)[C:9]=2[C:10]=1[CH3:11])=[O:5])[CH3:2].